From a dataset of Catalyst prediction with 721,799 reactions and 888 catalyst types from USPTO. Predict which catalyst facilitates the given reaction. (1) Reactant: C(OC(C1C=C([C:12]2[CH:17]=[CH:16][C:15]([CH2:18][S:19][CH2:20][CH2:21][O:22][C:23]3[CH:28]=[CH:27][CH:26]=[CH:25][CH:24]=3)=[CH:14][CH:13]=2)C=CC=1)=O)C.[CH2:29]([O:31][C:32]([C:34]1[CH:39]=[CH:38][C:37](C2C=CC=CC=2CSCCO)=[CH:36][CH:35]=1)=[O:33])[CH3:30].C1(O)C=CC=CC=1.C1(P(C2C=CC=CC=2)C2C=CC=CC=2)C=CC=CC=1. Product: [CH2:29]([O:31][C:32]([C:34]1[CH:39]=[CH:38][C:37]([C:14]2[CH:13]=[CH:12][CH:17]=[CH:16][C:15]=2[CH2:18][S:19][CH2:20][CH2:21][O:22][C:23]2[CH:24]=[CH:25][CH:26]=[CH:27][CH:28]=2)=[CH:36][CH:35]=1)=[O:33])[CH3:30]. The catalyst class is: 1. (2) Reactant: [F:1][CH:2]([F:25])[O:3][C:4]1[C:9]([F:10])=[CH:8][CH:7]=[C:6]([F:11])[C:5]=1[C:12]1[CH2:17][CH2:16][N:15]([C:18]([O:20][C:21]([CH3:24])([CH3:23])[CH3:22])=[O:19])[CH2:14][CH:13]=1.[H][H]. Product: [F:25][CH:2]([F:1])[O:3][C:4]1[C:9]([F:10])=[CH:8][CH:7]=[C:6]([F:11])[C:5]=1[CH:12]1[CH2:17][CH2:16][N:15]([C:18]([O:20][C:21]([CH3:23])([CH3:22])[CH3:24])=[O:19])[CH2:14][CH2:13]1. The catalyst class is: 458. (3) Reactant: [Cl:1][C:2]1[CH:7]=[CH:6][N:5]=[C:4]([NH2:8])[C:3]=1[C:9]1[CH:14]=[CH:13][C:12]([O:15][C:16]2[CH:21]=[CH:20][CH:19]=[CH:18][CH:17]=2)=[CH:11][CH:10]=1.[H-].[Na+].Cl[CH2:25][CH2:26][S:27](Cl)(=[O:29])=[O:28].O. Product: [Cl:1][C:2]1[CH:7]=[CH:6][N:5]2[C:4](=[N:8][S:27](=[O:29])(=[O:28])[CH2:26][CH2:25]2)[C:3]=1[C:9]1[CH:14]=[CH:13][C:12]([O:15][C:16]2[CH:21]=[CH:20][CH:19]=[CH:18][CH:17]=2)=[CH:11][CH:10]=1. The catalyst class is: 134. (4) Reactant: [NH:1]1[CH2:6][CH2:5][CH:4]([NH:7][C:8]([C:10]2[C:14]([NH:15][C:16](=[O:25])[C:17]3[C:22]([Cl:23])=[CH:21][CH:20]=[CH:19][C:18]=3[Cl:24])=[CH:13][NH:12][N:11]=2)=[O:9])[CH2:3][CH2:2]1.[C:26]([OH:29])(=[O:28])[CH3:27]. Product: [C:26]([OH:29])(=[O:28])[CH3:27].[NH:1]1[CH2:6][CH2:5][CH:4]([NH:7][C:8]([C:10]2[C:14]([NH:15][C:16](=[O:25])[C:17]3[C:22]([Cl:23])=[CH:21][CH:20]=[CH:19][C:18]=3[Cl:24])=[CH:13][NH:12][N:11]=2)=[O:9])[CH2:3][CH2:2]1. The catalyst class is: 5. (5) Reactant: [C:1]([CH:4]1[C:9](=O)[CH2:8][CH2:7][N:6](C(OC(C)(C)C)=O)[CH2:5]1)(=[O:3])[CH3:2].[NH2:18]O.Cl.O. Product: [CH3:2][C:1]1[O:3][N:18]=[C:9]2[CH2:8][CH2:7][NH:6][CH2:5][C:4]=12. The catalyst class is: 14. (6) Reactant: O.[Li+].CC([N-]C(C)C)C.[OH:10][C@H:11]([C:20]1[CH:25]=[CH:24][CH:23]=[CH:22][CH:21]=1)[C@H:12]([N:14]([CH3:19])[C:15](=[O:18])[CH2:16][CH3:17])[CH3:13].Br[CH2:27][C:28]1[CH:29]=[CH:30][C:31]2[C:32]([CH:36]=1)=[N:33][S:34][N:35]=2.[NH4+].[Cl-]. Product: [N:35]1[S:34][N:33]=[C:32]2[CH:36]=[C:28]([CH2:27][C@H:16]([CH3:17])[C:15]([N:14]([C@H:12]([CH3:13])[C@H:11]([OH:10])[C:20]3[CH:25]=[CH:24][CH:23]=[CH:22][CH:21]=3)[CH3:19])=[O:18])[CH:29]=[CH:30][C:31]=12. The catalyst class is: 1.